This data is from Full USPTO retrosynthesis dataset with 1.9M reactions from patents (1976-2016). The task is: Predict the reactants needed to synthesize the given product. Given the product [CH2:1]([O:9][C:10]1[CH:11]=[C:12]2[C:16](=[CH:17][CH:18]=1)[N:15]([C:22]1[CH:23]=[CH:24][N:25]=[C:20]([NH2:19])[N:21]=1)[CH:14]=[CH:13]2)[CH2:2][C:3]1[CH:4]=[CH:5][CH:6]=[CH:7][CH:8]=1, predict the reactants needed to synthesize it. The reactants are: [CH2:1]([O:9][C:10]1[CH:11]=[C:12]2[C:16](=[CH:17][CH:18]=1)[NH:15][CH:14]=[CH:13]2)[CH2:2][C:3]1[CH:8]=[CH:7][CH:6]=[CH:5][CH:4]=1.[NH2:19][C:20]1[N:25]=[C:24](Cl)[CH:23]=[CH:22][N:21]=1.